Predict the product of the given reaction. From a dataset of Forward reaction prediction with 1.9M reactions from USPTO patents (1976-2016). (1) Given the reactants [N:1]1([C:7]([C:9]2[CH:10]=[C:11]3[C:16](=[C:17]([CH:19]4[CH2:23][CH:22]=[CH:21][N:20]4[C:24]([O:26][C:27]([CH3:30])([CH3:29])[CH3:28])=[O:25])[CH:18]=2)[O:15][C:14]([N:31]2[CH2:36][CH2:35][O:34][CH2:33][CH2:32]2)=[CH:13][C:12]3=[O:37])=[O:8])[CH2:6][CH2:5][O:4][CH2:3][CH2:2]1.N1(C(C2C=C3C(=C(C4C=CCN4C(OC(C)(C)C)=O)C=2)OC(N2CCOCC2)=CC3=O)=O)CCOCC1, predict the reaction product. The product is: [N:1]1([C:7]([C:9]2[CH:10]=[C:11]3[C:16](=[C:17]([CH:19]4[CH2:23][CH2:22][CH2:21][N:20]4[C:24]([O:26][C:27]([CH3:30])([CH3:28])[CH3:29])=[O:25])[CH:18]=2)[O:15][C:14]([N:31]2[CH2:32][CH2:33][O:34][CH2:35][CH2:36]2)=[CH:13][C:12]3=[O:37])=[O:8])[CH2:6][CH2:5][O:4][CH2:3][CH2:2]1. (2) Given the reactants [NH2:1][NH:2][C:3]([C:5]1[CH:10]=[CH:9][CH:8]=[C:7]([CH3:11])[N:6]=1)=[NH:4].[CH3:12][C:13]1[CH:14]=[CH:15][C:16]([OH:21])=[C:17]([CH:20]=1)[CH:18]=O, predict the reaction product. The product is: [CH3:12][C:13]1[CH:14]=[CH:15][C:16]([OH:21])=[C:17]([C:18]2[NH:1][N:2]=[C:3]([C:5]3[CH:10]=[CH:9][CH:8]=[C:7]([CH3:11])[N:6]=3)[N:4]=2)[CH:20]=1. (3) Given the reactants [CH3:1][O:2][C:3]1[CH:18]=[CH:17][CH:16]=[CH:15][C:4]=1[C:5]([C:7]1[CH:12]=[CH:11][CH:10]=[CH:9][C:8]=1[O:13]C)=[O:6].B(Cl)(Cl)Cl.CCCCCCC.C(=O)(O)[O-].[Na+], predict the reaction product. The product is: [OH:13][C:8]1[CH:9]=[CH:10][CH:11]=[CH:12][C:7]=1[C:5]([C:4]1[CH:15]=[CH:16][CH:17]=[CH:18][C:3]=1[O:2][CH3:1])=[O:6].